Task: Predict which catalyst facilitates the given reaction.. Dataset: Catalyst prediction with 721,799 reactions and 888 catalyst types from USPTO (1) Reactant: [F:1][C:2]1[CH:3]=[C:4]([CH2:9][C@H:10]([NH:14][C:15](=[O:21])[O:16][C:17]([CH3:20])([CH3:19])[CH3:18])[C@H:11]2[CH2:13][O:12]2)[CH:5]=[C:6]([F:8])[CH:7]=1.[CH3:22][O:23][C:24]1[CH:25]=[C:26]([CH:29]=[CH:30][CH:31]=1)[CH2:27][NH2:28]. Product: [F:1][C:2]1[CH:3]=[C:4]([CH:5]=[C:6]([F:8])[CH:7]=1)[CH2:9][C@H:10]([NH:14][C:15](=[O:21])[O:16][C:17]([CH3:20])([CH3:19])[CH3:18])[C@H:11]([OH:12])[CH2:13][NH:28][CH2:27][C:26]1[CH:29]=[CH:30][CH:31]=[C:24]([O:23][CH3:22])[CH:25]=1. The catalyst class is: 32. (2) Reactant: [C:1]([C:5]1[CH:6]=[C:7]([C:21](=[O:23])[CH3:22])[CH:8]=[C:9]([O:11][CH2:12][CH2:13][O:14]C2CCCCO2)[CH:10]=1)([CH3:4])([CH3:3])[CH3:2].[Br-:24].[Br-].[Br-].C1([N+](C)(C)C)C=CC=CC=1.C1([N+](C)(C)C)C=CC=CC=1.C1([N+](C)(C)C)C=CC=CC=1.C(O)(=O)CC(CC(O)=O)(C(O)=O)O.CC(=O)OCC. Product: [Br:24][CH2:22][C:21]([C:7]1[CH:8]=[C:9]([O:11][CH2:12][CH2:13][OH:14])[CH:10]=[C:5]([C:1]([CH3:4])([CH3:3])[CH3:2])[CH:6]=1)=[O:23]. The catalyst class is: 92. (3) The catalyst class is: 30. Product: [C:11]([N:8]1[CH2:7][CH2:6][C:5]([S:19]([C:22]2[CH:23]=[CH:24][C:25]([O:28][CH2:29][C:30]#[C:31][CH3:32])=[CH:26][CH:27]=2)(=[O:21])=[O:20])([C:3]([OH:4])=[O:2])[CH2:10][CH2:9]1)(=[O:18])[C:12]1[CH:17]=[CH:16][CH:15]=[CH:14][CH:13]=1. Reactant: C[O:2][C:3]([C:5]1([S:19]([C:22]2[CH:27]=[CH:26][C:25]([O:28][CH2:29][C:30]#[C:31][CH3:32])=[CH:24][CH:23]=2)(=[O:21])=[O:20])[CH2:10][CH2:9][N:8]([C:11](=[O:18])[C:12]2[CH:17]=[CH:16][CH:15]=[CH:14][CH:13]=2)[CH2:7][CH2:6]1)=[O:4].[OH-].[Li+]. (4) Reactant: Br[C:2]1[CH:3]=[CH:4][C:5]([N+:8]([O-:10])=[O:9])=[N:6][CH:7]=1.[Cl:11][C:12]1[CH:17]=[CH:16][C:15]([OH:18])=[CH:14][C:13]=1[C:19]([F:22])([F:21])[F:20].C(=O)([O-])[O-].[K+].[K+].CCOC(C)=O. Product: [Cl:11][C:12]1[CH:17]=[CH:16][C:15]([O:18][C:2]2[CH:3]=[CH:4][C:5]([N+:8]([O-:10])=[O:9])=[N:6][CH:7]=2)=[CH:14][C:13]=1[C:19]([F:20])([F:21])[F:22]. The catalyst class is: 47. (5) Reactant: C[O:2][C:3](=[O:23])[C:4]1[CH:9]=[CH:8][C:7]([CH2:10][CH2:11][C:12]2[C:20]3[C:19](=[O:21])[N:18]=[C:17]([NH2:22])[NH:16][C:15]=3[NH:14][CH:13]=2)=[CH:6][CH:5]=1.[OH-].[Na+].Cl. Product: [NH2:22][C:17]1[NH:16][C:15]2[NH:14][CH:13]=[C:12]([CH2:11][CH2:10][C:7]3[CH:8]=[CH:9][C:4]([C:3]([OH:23])=[O:2])=[CH:5][CH:6]=3)[C:20]=2[C:19](=[O:21])[N:18]=1. The catalyst class is: 8.